This data is from Forward reaction prediction with 1.9M reactions from USPTO patents (1976-2016). The task is: Predict the product of the given reaction. Given the reactants [CH:1]1([CH:4]([C:11]2[CH:16]=[C:15]([O:17][CH2:18][C:19]3[CH:20]=[N:21][C:22]([C:32]4[CH:37]=[C:36]([O:38][CH3:39])[CH:35]=[CH:34][C:33]=4[F:40])=[C:23]([O:25][CH2:26][CH2:27][C:28]([F:31])([F:30])[F:29])[CH:24]=3)[N:14]=[CH:13][N:12]=2)[CH2:5][C:6]([O:8]CC)=[O:7])[CH2:3][CH2:2]1.[OH-].[Na+].Cl, predict the reaction product. The product is: [CH:1]1([CH:4]([C:11]2[CH:16]=[C:15]([O:17][CH2:18][C:19]3[CH:20]=[N:21][C:22]([C:32]4[CH:37]=[C:36]([O:38][CH3:39])[CH:35]=[CH:34][C:33]=4[F:40])=[C:23]([O:25][CH2:26][CH2:27][C:28]([F:30])([F:29])[F:31])[CH:24]=3)[N:14]=[CH:13][N:12]=2)[CH2:5][C:6]([OH:8])=[O:7])[CH2:3][CH2:2]1.